This data is from NCI-60 drug combinations with 297,098 pairs across 59 cell lines. The task is: Regression. Given two drug SMILES strings and cell line genomic features, predict the synergy score measuring deviation from expected non-interaction effect. Drug 1: CC(C1=C(C=CC(=C1Cl)F)Cl)OC2=C(N=CC(=C2)C3=CN(N=C3)C4CCNCC4)N. Drug 2: COC1=NC(=NC2=C1N=CN2C3C(C(C(O3)CO)O)O)N. Cell line: SK-MEL-28. Synergy scores: CSS=-0.573, Synergy_ZIP=0.426, Synergy_Bliss=0.444, Synergy_Loewe=-3.94, Synergy_HSA=-3.63.